Dataset: Retrosynthesis with 50K atom-mapped reactions and 10 reaction types from USPTO. Task: Predict the reactants needed to synthesize the given product. Given the product OCCCc1ccc(CO)cc1, predict the reactants needed to synthesize it. The reactants are: O=C(O)CCc1ccc(CO)cc1.